Predict the reaction yield, written as a fraction of the theoretical maximum amount of product (1.0 means a 100% yield; for example, 0.34 means a 34% yield). From a dataset of Reaction yield outcomes from USPTO patents with 853,638 reactions. (1) The reactants are [Cl:1][C:2]1[C:7]([C:8]#[N:9])=[CH:6][C:5]([F:10])=[C:4](Cl)[N:3]=1.Cl.[CH3:13][NH:14][CH2:15][C:16]([CH3:19])([CH3:18])[CH3:17].C(N(CC)CC)C. The catalyst is C(#N)C. The product is [Cl:1][C:2]1[N:3]=[C:4]([N:14]([CH2:15][C:16]([CH3:19])([CH3:18])[CH3:17])[CH3:13])[C:5]([F:10])=[CH:6][C:7]=1[C:8]#[N:9]. The yield is 0.830. (2) The reactants are [CH:1]([N:3]1[C:12]2[C:7](=[CH:8][C:9]([S:13](Cl)(=[O:15])=[O:14])=[CH:10][CH:11]=2)[CH2:6][CH2:5][CH2:4]1)=[O:2].[NH2:17][C:18]1[S:19][CH:20]=[CH:21][N:22]=1. The catalyst is N1C=CC=CC=1. The product is [S:19]1[CH:20]=[CH:21][N:22]=[C:18]1[NH:17][S:13]([C:9]1[CH:8]=[C:7]2[C:12](=[CH:11][CH:10]=1)[N:3]([CH:1]=[O:2])[CH2:4][CH2:5][CH2:6]2)(=[O:15])=[O:14]. The yield is 0.120.